Dataset: Forward reaction prediction with 1.9M reactions from USPTO patents (1976-2016). Task: Predict the product of the given reaction. Given the reactants [Cl:1][C:2]1[CH:7]=[CH:6][C:5]([C:8]2([C:11]([N:13]3[CH2:17][C@@H:16]([C:18]4[CH:23]=[CH:22][CH:21]=[CH:20][CH:19]=4)[C@H:15]([C:24](O)=[O:25])[CH2:14]3)=[O:12])[CH2:10][CH2:9]2)=[CH:4][CH:3]=1.C(N(CC)CC)C.ClC(OC)=O.[BH4-].[Na+], predict the reaction product. The product is: [Cl:1][C:2]1[CH:7]=[CH:6][C:5]([C:8]2([C:11]([N:13]3[CH2:17][C@@H:16]([C:18]4[CH:19]=[CH:20][CH:21]=[CH:22][CH:23]=4)[C@H:15]([CH2:24][OH:25])[CH2:14]3)=[O:12])[CH2:10][CH2:9]2)=[CH:4][CH:3]=1.